From a dataset of M1 muscarinic receptor antagonist screen with 61,756 compounds. Binary Classification. Given a drug SMILES string, predict its activity (active/inactive) in a high-throughput screening assay against a specified biological target. (1) The compound is Brc1cc(C(CC(=O)N(CCO)CC)c2ccccc2)c(O)cc1. The result is 0 (inactive). (2) The molecule is O1c2cc(CN(Cc3occc3)C(=O)c3cc4c(oc3=O)cccc4)ccc2OC1. The result is 0 (inactive). (3) The molecule is S(=O)(=O)(N(Cc1ccccc1)CC(O)=O)c1ccc(NC(=O)C)cc1. The result is 0 (inactive). (4) The molecule is S(=O)(=O)(N1CCC(CC1)C(=O)NCc1sccc1)c1cc2oc(=O)n(c2cc1)C. The result is 0 (inactive). (5) The drug is O=c1n(c(=O)n(c2nc(n(c12)CCc1ccccc1)CN1CC(CCC1)C)C)C. The result is 0 (inactive). (6) The drug is S(=O)(=O)(N1CCOCC1)c1cc(OCC)c(F)cc1. The result is 0 (inactive). (7) The molecule is S(=O)(=O)(N1CCC(CC1)C(=O)NC1CCN(CC1)C(OCC)=O)N1CCC(CC1)C. The result is 0 (inactive). (8) The result is 0 (inactive). The molecule is n1(c2c(nc1c1ccc(N)cc1)cccc2)CC=C. (9) The compound is Fc1ccc(CNc2n(nc(n2)c2ccccc2)C(=O)C)cc1. The result is 0 (inactive).